From a dataset of Orexin1 receptor HTS with 218,158 compounds and 233 confirmed actives. Binary Classification. Given a drug SMILES string, predict its activity (active/inactive) in a high-throughput screening assay against a specified biological target. (1) The drug is S(CC(=O)c1c(n(Cc2cc3OCOc3cc2)c(c1)C)C)c1n(N)c(nn1)c1cc(F)ccc1. The result is 0 (inactive). (2) The molecule is Clc1c(C(=O)CSCC(NC(OC(C)(C)C)=O)C(OCC)=O)ccc(Cl)c1. The result is 0 (inactive). (3) The drug is N(CCCn1ccnc1)c1ncnc2n(ncc12)c1cc(ccc1)C. The result is 0 (inactive).